This data is from Forward reaction prediction with 1.9M reactions from USPTO patents (1976-2016). The task is: Predict the product of the given reaction. (1) Given the reactants C(N(CC)CC)C.[OH:8][C:9]1[CH:22]=[C:21]([OH:23])[CH:20]=[CH:19][C:10]=1[C:11]([C:13]1[CH:18]=[CH:17][CH:16]=[CH:15][CH:14]=1)=O.ClC(OCC)=O.O, predict the reaction product. The product is: [CH2:11]([C:10]1[CH:19]=[CH:20][C:21]([OH:23])=[CH:22][C:9]=1[OH:8])[C:13]1[CH:14]=[CH:15][CH:16]=[CH:17][CH:18]=1. (2) Given the reactants [CH3:1][O:2][C:3]1[CH:4]=[C:5]([CH:8]=[CH:9][C:10]=1[O:11][CH3:12])[CH:6]=O.[CH:13]1([NH2:16])[CH2:15][CH2:14]1, predict the reaction product. The product is: [CH:13]1([NH:16][CH2:6][C:5]2[CH:8]=[CH:9][C:10]([O:11][CH3:12])=[C:3]([O:2][CH3:1])[CH:4]=2)[CH2:15][CH2:14]1. (3) Given the reactants [F:1][C:2]([F:7])([F:6])[C:3]([OH:5])=[O:4].[N+:8]([C:11]1[CH:16]=[CH:15][C:14]([N:17]2[CH2:22][CH2:21][CH2:20][C@@H:19]([NH:23]C(=O)OC(C)(C)C)[CH2:18]2)=[CH:13][C:12]=1[O:31][CH:32]([CH3:34])[CH3:33])([O-:10])=[O:9], predict the reaction product. The product is: [F:1][C:2]([F:7])([F:6])[C:3]([OH:5])=[O:4].[N+:8]([C:11]1[CH:16]=[CH:15][C:14]([N:17]2[CH2:22][CH2:21][CH2:20][C@@H:19]([NH2:23])[CH2:18]2)=[CH:13][C:12]=1[O:31][CH:32]([CH3:34])[CH3:33])([O-:10])=[O:9]. (4) The product is: [Cl:19][C:14]1[CH:13]=[C:12]([N:11]2[C:10](=[O:20])[O:9][N:8]=[C:7]2[C:3]2[C:2]([NH:1][C:23](=[O:24])[C:22]([F:33])([F:32])[F:21])=[N:6][O:5][N:4]=2)[CH:17]=[CH:16][C:15]=1[F:18]. Given the reactants [NH2:1][C:2]1[C:3]([C:7]2[N:11]([C:12]3[CH:17]=[CH:16][C:15]([F:18])=[C:14]([Cl:19])[CH:13]=3)[C:10](=[O:20])[O:9][N:8]=2)=[N:4][O:5][N:6]=1.[F:21][C:22]([F:33])([F:32])[C:23](O[C:23](=[O:24])[C:22]([F:33])([F:32])[F:21])=[O:24].N1C=CC=CC=1, predict the reaction product. (5) Given the reactants Br[CH:2]([C:10]1[CH:15]=[CH:14][C:13]([Cl:16])=[CH:12][CH:11]=1)[C:3]1[CH:8]=[CH:7][C:6]([Cl:9])=[CH:5][CH:4]=1.[NH:17]1[CH2:20][CH:19]([OH:21])[CH2:18]1.C(N(CC)C(C)C)(C)C, predict the reaction product. The product is: [Cl:9][C:6]1[CH:7]=[CH:8][C:3]([CH:2]([C:10]2[CH:15]=[CH:14][C:13]([Cl:16])=[CH:12][CH:11]=2)[N:17]2[CH2:20][CH:19]([OH:21])[CH2:18]2)=[CH:4][CH:5]=1.